This data is from Full USPTO retrosynthesis dataset with 1.9M reactions from patents (1976-2016). The task is: Predict the reactants needed to synthesize the given product. Given the product [NH:41]1[C:42]2[C:38](=[C:37]([C:2]3[N:3]=[C:4]([N:23]4[CH2:28][CH2:27][O:26][CH2:25][CH2:24]4)[C:5]4[S:10][C:9]([CH2:11][N:12]([S:13]([CH3:16])(=[O:15])=[O:14])[CH:17]5[CH2:21][CH2:20][N:19]([CH3:22])[CH2:18]5)=[CH:8][C:6]=4[N:7]=3)[CH:45]=[CH:44][CH:43]=2)[CH:39]=[N:40]1, predict the reactants needed to synthesize it. The reactants are: Cl[C:2]1[N:3]=[C:4]([N:23]2[CH2:28][CH2:27][O:26][CH2:25][CH2:24]2)[C:5]2[S:10][C:9]([CH2:11][N:12]([CH:17]3[CH2:21][CH2:20][N:19]([CH3:22])[CH2:18]3)[S:13]([CH3:16])(=[O:15])=[O:14])=[CH:8][C:6]=2[N:7]=1.CC1(C)C(C)(C)OB([C:37]2[CH:45]=[CH:44][CH:43]=[C:42]3[C:38]=2[CH:39]=[N:40][NH:41]3)O1.